From a dataset of Merck oncology drug combination screen with 23,052 pairs across 39 cell lines. Regression. Given two drug SMILES strings and cell line genomic features, predict the synergy score measuring deviation from expected non-interaction effect. Drug 1: C#Cc1cccc(Nc2ncnc3cc(OCCOC)c(OCCOC)cc23)c1. Drug 2: Cn1cc(-c2cnn3c(N)c(Br)c(C4CCCNC4)nc23)cn1. Cell line: HT144. Synergy scores: synergy=7.33.